This data is from Forward reaction prediction with 1.9M reactions from USPTO patents (1976-2016). The task is: Predict the product of the given reaction. (1) The product is: [O:1]=[C:2]1[C:11](=[O:12])[NH:10][C:9]2[C:4](=[CH:5][CH:6]=[C:7]([C:13]([Cl:19])=[O:15])[CH:8]=2)[NH:3]1. Given the reactants [O:1]=[C:2]1[C:11](=[O:12])[NH:10][C:9]2[C:4](=[CH:5][CH:6]=[C:7]([C:13]([OH:15])=O)[CH:8]=2)[NH:3]1.C(Cl)(=O)C([Cl:19])=O.CN(C=O)C, predict the reaction product. (2) Given the reactants [Cl:1][C:2]1[CH:3]=[C:4]([CH:8]=[CH:9][N:10]=1)[C:5](O)=[O:6].C(Cl)(=O)C(Cl)=O.[CH3:17][NH2:18], predict the reaction product. The product is: [Cl:1][C:2]1[CH:3]=[C:4]([CH:8]=[CH:9][N:10]=1)[C:5]([NH:18][CH3:17])=[O:6].